This data is from Reaction yield outcomes from USPTO patents with 853,638 reactions. The task is: Predict the reaction yield, written as a fraction of the theoretical maximum amount of product (1.0 means a 100% yield; for example, 0.34 means a 34% yield). The reactants are C([O:3][C:4](=[O:41])[CH2:5][N:6]([S:33]([N:36]([CH2:38][CH:39]=[CH2:40])[CH3:37])(=[O:35])=[O:34])[CH2:7][C:8]1[CH:13]=[CH:12][CH:11]=[C:10]([O:14][CH2:15][CH2:16][C:17]2[N:18]=[C:19]([C:23]3[CH:28]=[CH:27][C:26]([C:29]([F:32])([F:31])[F:30])=[CH:25][CH:24]=3)[O:20][C:21]=2[CH3:22])[CH:9]=1)C.O.[OH-].[Li+]. No catalyst specified. The product is [CH2:38]([N:36]([S:33]([N:6]([CH2:5][C:4]([OH:41])=[O:3])[CH2:7][C:8]1[CH:13]=[CH:12][CH:11]=[C:10]([O:14][CH2:15][CH2:16][C:17]2[N:18]=[C:19]([C:23]3[CH:24]=[CH:25][C:26]([C:29]([F:30])([F:31])[F:32])=[CH:27][CH:28]=3)[O:20][C:21]=2[CH3:22])[CH:9]=1)(=[O:35])=[O:34])[CH3:37])[CH:39]=[CH2:40]. The yield is 0.990.